Dataset: NCI-60 drug combinations with 297,098 pairs across 59 cell lines. Task: Regression. Given two drug SMILES strings and cell line genomic features, predict the synergy score measuring deviation from expected non-interaction effect. Drug 1: CCC1=CC2CC(C3=C(CN(C2)C1)C4=CC=CC=C4N3)(C5=C(C=C6C(=C5)C78CCN9C7C(C=CC9)(C(C(C8N6C)(C(=O)OC)O)OC(=O)C)CC)OC)C(=O)OC.C(C(C(=O)O)O)(C(=O)O)O. Drug 2: C1CN(CCN1C(=O)CCBr)C(=O)CCBr. Cell line: SW-620. Synergy scores: CSS=56.1, Synergy_ZIP=-5.95, Synergy_Bliss=-1.58, Synergy_Loewe=-14.8, Synergy_HSA=-0.997.